From a dataset of Full USPTO retrosynthesis dataset with 1.9M reactions from patents (1976-2016). Predict the reactants needed to synthesize the given product. (1) Given the product [Cl:1][C:2]1[C:7]([C:8]#[N:9])=[C:6]([Cl:11])[N:5]=[CH:4][N:3]=1, predict the reactants needed to synthesize it. The reactants are: [Cl:1][C:2]1[C:7]([CH:8]=[N:9]O)=[C:6]([Cl:11])[N:5]=[CH:4][N:3]=1.O=S(Cl)Cl. (2) The reactants are: [CH2:1]([S:3]([CH2:6][CH2:7][CH2:8][NH:9]C(=O)OC(C)(C)C)(=[O:5])=[O:4])[CH3:2].[ClH:17]. Given the product [ClH:17].[CH2:1]([S:3]([CH2:6][CH2:7][CH2:8][NH2:9])(=[O:5])=[O:4])[CH3:2], predict the reactants needed to synthesize it.